This data is from Catalyst prediction with 721,799 reactions and 888 catalyst types from USPTO. The task is: Predict which catalyst facilitates the given reaction. Reactant: [CH2:1]([O:3][C:4](=[O:12])[CH2:5][CH2:6][CH2:7][CH2:8][CH2:9][CH2:10]Br)[CH3:2].C(N(CC)CC)C.[Cl:20][C:21]1[CH:26]=[CH:25][C:24]([SH:27])=[CH:23][CH:22]=1. Product: [CH2:1]([O:3][C:4](=[O:12])[CH2:5][CH2:6][CH2:7][CH2:8][CH2:9][CH2:10][S:27][C:24]1[CH:25]=[CH:26][C:21]([Cl:20])=[CH:22][CH:23]=1)[CH3:2]. The catalyst class is: 4.